This data is from Catalyst prediction with 721,799 reactions and 888 catalyst types from USPTO. The task is: Predict which catalyst facilitates the given reaction. (1) Reactant: F[C:2]1[CH:11]=[C:10]([F:12])[CH:9]=[CH:8][C:3]=1[C:4]([O:6][CH3:7])=[O:5].[O-]P([O-])([O-])=O.[K+].[K+].[K+].[OH:21][C:22]1[CH:30]=[CH:29][CH:28]=[C:27]2[C:23]=1[CH:24]=[CH:25][NH:26]2.CCOCC. Product: [NH:26]1[C:27]2[C:23](=[C:22]([O:21][C:2]3[CH:11]=[C:10]([F:12])[CH:9]=[CH:8][C:3]=3[C:4]([O:6][CH3:7])=[O:5])[CH:30]=[CH:29][CH:28]=2)[CH:24]=[CH:25]1. The catalyst class is: 270. (2) Product: [NH2:1][C:2]1[C:7]([C:8]([O:10][CH2:11][CH3:12])=[O:9])=[CH:6][N:5]=[C:4]([N:31]2[CH2:32][CH2:33][CH:28]([C:26]([NH:25][S:22]([C:20]3[S:21][C:17]([Cl:16])=[CH:18][CH:19]=3)(=[O:23])=[O:24])=[O:27])[CH2:29][CH2:30]2)[C:3]=1[Cl:14]. Reactant: [NH2:1][C:2]1[C:7]([C:8]([O:10][CH2:11][CH3:12])=[O:9])=[CH:6][N:5]=[C:4](Cl)[C:3]=1[Cl:14].Cl.[Cl:16][C:17]1[S:21][C:20]([S:22]([NH:25][C:26]([CH:28]2[CH2:33][CH2:32][NH:31][CH2:30][CH2:29]2)=[O:27])(=[O:24])=[O:23])=[CH:19][CH:18]=1.CCN(C(C)C)C(C)C. The catalyst class is: 474. (3) Reactant: N(C(OC(C)C)=O)=NC(OC(C)C)=O.[OH:15][C:16]1[CH:21]=[CH:20][C:19]([C@@H:22]2[O:27][CH2:26][CH2:25][N:24]([C:28]([O:30][C:31]([CH3:34])([CH3:33])[CH3:32])=[O:29])[CH2:23]2)=[CH:18][CH:17]=1.C1(P(C2C=CC=CC=2)C2C=CC=CC=2)C=CC=CC=1.[Br:54][CH2:55][CH2:56][CH2:57]O. Product: [Br:54][CH2:55][CH2:56][CH2:57][O:15][C:16]1[CH:21]=[CH:20][C:19]([C@@H:22]2[O:27][CH2:26][CH2:25][N:24]([C:28]([O:30][C:31]([CH3:34])([CH3:33])[CH3:32])=[O:29])[CH2:23]2)=[CH:18][CH:17]=1. The catalyst class is: 7. (4) Reactant: [CH2:1]([CH:3]1[C:7](=[O:8])[N:6]([C@@H:9]([C:11]2[CH:16]=[CH:15][CH:14]=[CH:13][CH:12]=2)[CH3:10])[CH2:5][C:4]1([C:18]([O:20]C)=[O:19])[CH3:17])[CH3:2].[OH-].[Na+]. Product: [CH2:1]([CH:3]1[C:7](=[O:8])[N:6]([C@@H:9]([C:11]2[CH:16]=[CH:15][CH:14]=[CH:13][CH:12]=2)[CH3:10])[CH2:5][C:4]1([C:18]([OH:20])=[O:19])[CH3:17])[CH3:2]. The catalyst class is: 83. (5) Reactant: [C:1]([O:5][C:6]([N:8]([C:29]([O:31][C:32]([CH3:35])([CH3:34])[CH3:33])=[O:30])[C@H:9]([C:21]([O:23][CH:24]1[CH2:28][CH2:27][CH2:26][CH2:25]1)=[O:22])[CH2:10][CH2:11][CH2:12][O:13][Si:14]([C:17]([CH3:20])([CH3:19])[CH3:18])([CH3:16])[CH3:15])=[O:7])([CH3:4])([CH3:3])[CH3:2].[CH3:36][Si]([N-][Si](C)(C)C)(C)C.[K+].CI. Product: [C:32]([O:31][C:29]([N:8]([C:6]([O:5][C:1]([CH3:2])([CH3:3])[CH3:4])=[O:7])[C@:9]([CH3:36])([C:21]([O:23][CH:24]1[CH2:25][CH2:26][CH2:27][CH2:28]1)=[O:22])[CH2:10][CH2:11][CH2:12][O:13][Si:14]([C:17]([CH3:20])([CH3:19])[CH3:18])([CH3:15])[CH3:16])=[O:30])([CH3:35])([CH3:34])[CH3:33]. The catalyst class is: 1. (6) Reactant: Cl[C:2]1[N:7]=[C:6]([N:8]=[CH:9][N:10]([CH3:12])[CH3:11])[C:5]([C:13]#[N:14])=[N:4][C:3]=1[C:15]1[CH:20]=[CH:19][C:18](=[O:21])[N:17]([CH:22]([CH3:24])[CH3:23])[N:16]=1.[F:25][C:26]1[CH:31]=[CH:30][C:29](B(O)O)=[CH:28][CH:27]=1.C([O-])([O-])=O.[Na+].[Na+].CCOC(C)=O. Product: [C:13]([C:5]1[C:6]([N:8]=[CH:9][N:10]([CH3:12])[CH3:11])=[N:7][C:2]([C:29]2[CH:30]=[CH:31][C:26]([F:25])=[CH:27][CH:28]=2)=[C:3]([C:15]2[CH:20]=[CH:19][C:18](=[O:21])[N:17]([CH:22]([CH3:24])[CH3:23])[N:16]=2)[N:4]=1)#[N:14]. The catalyst class is: 38. (7) Reactant: [Cl:1]N1C(=O)CCC1=O.[CH3:9][C:10]1[N:11]=[C:12]([N:16]2[CH2:21][CH2:20][N:19]([C:22]([O:24][C:25]([CH3:28])([CH3:27])[CH3:26])=[O:23])[CH2:18][CH2:17]2)[S:13][C:14]=1[CH3:15].O. Product: [Cl:1][CH2:9][C:10]1[N:11]=[C:12]([N:16]2[CH2:21][CH2:20][N:19]([C:22]([O:24][C:25]([CH3:28])([CH3:27])[CH3:26])=[O:23])[CH2:18][CH2:17]2)[S:13][C:14]=1[CH3:15]. The catalyst class is: 10. (8) Reactant: Br[C:2]1[S:6][C:5]([C:7]([NH:9][C:10]2[CH:15]=[CH:14][CH:13]=[C:12]([O:16][CH3:17])[CH:11]=2)=[O:8])=[CH:4][CH:3]=1.[F:18][C:19]1[C:24]([O:25][CH3:26])=[CH:23][CH:22]=[CH:21][C:20]=1B(O)O. Product: [F:18][C:19]1[C:24]([O:25][CH3:26])=[CH:23][CH:22]=[CH:21][C:20]=1[C:2]1[S:6][C:5]([C:7]([NH:9][C:10]2[CH:15]=[CH:14][CH:13]=[C:12]([O:16][CH3:17])[CH:11]=2)=[O:8])=[CH:4][CH:3]=1. The catalyst class is: 492. (9) Reactant: C(N(CCCC)CCCC)CCC.[CH2:14]1[S:18][C@H:17]([CH2:19][OH:20])[O:16][C@@H:15]1[N:21]1[C:26](=[O:27])[N:25]=[C:24]([NH2:28])[C:23]([F:29])=[CH:22]1.Cl. Product: [CH2:14]1[S:18][C@H:17]([CH2:19][OH:20])[O:16][C@@H:15]1[N:21]1[C:26](=[O:27])[N:25]=[C:24]([NH2:28])[C:23]([F:29])=[CH:22]1. The catalyst class is: 4.